This data is from Catalyst prediction with 721,799 reactions and 888 catalyst types from USPTO. The task is: Predict which catalyst facilitates the given reaction. (1) Reactant: [CH3:1][CH2:2][C:3]1[CH:4]=[CH:5][C:6]([CH2:9][CH2:10][O:11][C:12]2[CH:13]=[CH:14][C:15]([CH2:18]C3SC(=O)NC3=O)=[CH:16][CH:17]=2)=[N:7][CH:8]=1.C(C1C=CC(CC[OH:36])=NC=1)C.C1(C)C=CC(S(Cl)(=O)=O)=CC=1.[OH-].[Na+].OC1C=CC(C=O)=CC=1. Product: [CH2:2]([C:3]1[CH:4]=[CH:5][C:6]([CH2:9][CH2:10][O:11][C:12]2[CH:17]=[CH:16][C:15]([CH:18]=[O:36])=[CH:14][CH:13]=2)=[N:7][CH:8]=1)[CH3:1]. The catalyst class is: 2. (2) Reactant: C([Li])CCC.[Br:6][C:7]1[CH:12]=[CH:11][CH:10]=[C:9]([C:13]#[CH:14])[N:8]=1.[CH3:15][C:16]([CH3:18])=[O:17]. Product: [Br:6][C:7]1[N:8]=[C:9]([C:13]#[C:14][C:16]([CH3:18])([OH:17])[CH3:15])[CH:10]=[CH:11][CH:12]=1. The catalyst class is: 7. (3) Reactant: [CH3:1][S:2](Cl)(=[O:4])=[O:3].CCN(CC)CC.[CH:13]([N:26]1[C:34]2[C:29](=[CH:30][C:31]([Cl:35])=[CH:32][CH:33]=2)[C:28]([CH2:36][CH2:37][S:38]([C:41]2[CH:46]=[CH:45][C:44]([CH2:47][CH2:48][C:49]([O:51][CH2:52][CH3:53])=[O:50])=[CH:43][CH:42]=2)(=[O:40])=[O:39])=[C:27]1[CH2:54][CH2:55][OH:56])([C:20]1[CH:25]=[CH:24][CH:23]=[CH:22][CH:21]=1)[C:14]1[CH:19]=[CH:18][CH:17]=[CH:16][CH:15]=1.O. Product: [CH:13]([N:26]1[C:34]2[C:29](=[CH:30][C:31]([Cl:35])=[CH:32][CH:33]=2)[C:28]([CH2:36][CH2:37][S:38]([C:41]2[CH:42]=[CH:43][C:44]([CH2:47][CH2:48][C:49]([O:51][CH2:52][CH3:53])=[O:50])=[CH:45][CH:46]=2)(=[O:39])=[O:40])=[C:27]1[CH2:54][CH2:55][O:56][S:2]([CH3:1])(=[O:4])=[O:3])([C:14]1[CH:15]=[CH:16][CH:17]=[CH:18][CH:19]=1)[C:20]1[CH:21]=[CH:22][CH:23]=[CH:24][CH:25]=1. The catalyst class is: 2. (4) Reactant: [Cl:1][C:2]1[CH:22]=[CH:21][C:5]2[NH:6][C:7](=[O:20])[CH:8]([CH2:12][C:13]3[CH:18]=[CH:17][CH:16]=[CH:15][C:14]=3[Cl:19])[NH:9][C:10](=[O:11])[C:4]=2[CH:3]=1.C(=O)([O-])[O-].[K+].[K+].Br[CH2:30][CH2:31][O:32][C:33](=[O:35])[CH3:34]. Product: [C:33]([O:32][CH2:31][CH2:30][N:6]1[C:5]2[CH:21]=[CH:22][C:2]([Cl:1])=[CH:3][C:4]=2[C:10](=[O:11])[NH:9][CH:8]([CH2:12][C:13]2[CH:18]=[CH:17][CH:16]=[CH:15][C:14]=2[Cl:19])[C:7]1=[O:20])(=[O:35])[CH3:34]. The catalyst class is: 42.